Dataset: Full USPTO retrosynthesis dataset with 1.9M reactions from patents (1976-2016). Task: Predict the reactants needed to synthesize the given product. (1) Given the product [NH2:1][C:2]1[C:3]([C:9]([NH:11][C@H:12]2[CH2:17][CH2:16][CH2:15][N:14]([C:18]([O:20][C:21]([CH3:24])([CH3:23])[CH3:22])=[O:19])[CH2:13]2)=[O:10])=[N:4][C:5]([C:31]2[CH:30]=[CH:29][CH:28]=[C:27]([CH2:26][OH:25])[CH:32]=2)=[CH:6][N:7]=1, predict the reactants needed to synthesize it. The reactants are: [NH2:1][C:2]1[C:3]([C:9]([NH:11][C@H:12]2[CH2:17][CH2:16][CH2:15][N:14]([C:18]([O:20][C:21]([CH3:24])([CH3:23])[CH3:22])=[O:19])[CH2:13]2)=[O:10])=[N:4][C:5](Br)=[CH:6][N:7]=1.[OH:25][CH2:26][C:27]1[CH:28]=[C:29](B(O)O)[CH:30]=[CH:31][CH:32]=1.C([O-])([O-])=O.[K+].[K+].O. (2) Given the product [Br:30][C:31]1[CH:36]=[N:35][C:23]([N:19]2[CH2:20][CH2:21][O:22][C@H:17]([CH2:16][N:13]3[C:11]4=[N:12][C:7]([C:5]5[CH:4]=[N:3][N:2]([CH3:1])[CH:6]=5)=[CH:8][N:9]=[C:10]4[N:15]=[N:14]3)[CH2:18]2)=[N:33][CH:32]=1, predict the reactants needed to synthesize it. The reactants are: [CH3:1][N:2]1[CH:6]=[C:5]([C:7]2[N:12]=[C:11]3[N:13]([CH2:16][C@H:17]4[O:22][CH2:21][CH2:20][N:19]([C:23](OC(C)(C)C)=O)[CH2:18]4)[N:14]=[N:15][C:10]3=[N:9][CH:8]=2)[CH:4]=[N:3]1.[Br:30][C:31]1[CH:32]=[N:33]C(Cl)=[N:35][CH:36]=1.CCN(C(C)C)C(C)C.